This data is from Forward reaction prediction with 1.9M reactions from USPTO patents (1976-2016). The task is: Predict the product of the given reaction. Given the reactants [F:1][C:2]1[CH:12]=[CH:11][C:5]([O:6][CH2:7][C:8]([OH:10])=O)=[CH:4][CH:3]=1.C(Cl)(=O)C(Cl)=O.[CH2:19]([C@H:26]1[CH2:30][O:29][C:28](=[O:31])[NH:27]1)[C:20]1[CH:25]=[CH:24][CH:23]=[CH:22][CH:21]=1.C([Li])CCC, predict the reaction product. The product is: [CH2:19]([C@H:26]1[CH2:30][O:29][C:28](=[O:31])[N:27]1[C:8](=[O:10])[CH2:7][O:6][C:5]1[CH:4]=[CH:3][C:2]([F:1])=[CH:12][CH:11]=1)[C:20]1[CH:21]=[CH:22][CH:23]=[CH:24][CH:25]=1.